Dataset: Reaction yield outcomes from USPTO patents with 853,638 reactions. Task: Predict the reaction yield, written as a fraction of the theoretical maximum amount of product (1.0 means a 100% yield; for example, 0.34 means a 34% yield). (1) The reactants are [F:1][C:2]1[CH:11]=[CH:10][C:9]([O:12][CH2:13][CH2:14][CH3:15])=[C:8]2[C:3]=1[C:4](=[O:18])[C:5](I)=[C:6]([CH3:16])[NH:7]2.[CH3:19][O:20][C:21]1[CH:26]=[CH:25][C:24](B(O)O)=[CH:23][CH:22]=1.C(=O)([O-])[O-].[Na+].[Na+]. The catalyst is C1C=CC(P(C2C=CC=CC=2)[C-]2C=CC=C2)=CC=1.C1C=CC(P(C2C=CC=CC=2)[C-]2C=CC=C2)=CC=1.Cl[Pd]Cl.[Fe+2].ClCCl.COCCOC. The product is [F:1][C:2]1[CH:11]=[CH:10][C:9]([O:12][CH2:13][CH2:14][CH3:15])=[C:8]2[C:3]=1[C:4](=[O:18])[C:5]([C:24]1[CH:25]=[CH:26][C:21]([O:20][CH3:19])=[CH:22][CH:23]=1)=[C:6]([CH3:16])[NH:7]2. The yield is 0.610. (2) The reactants are [CH3:1][NH2:2].CO.[S:5]1[CH:9]=[C:8]([CH:10]=O)[C:7]2[CH:12]=[CH:13][CH:14]=[CH:15][C:6]1=2.CC(O)=O. No catalyst specified. The product is [CH3:1][NH:2][CH2:10][C:8]1[C:7]2[CH:12]=[CH:13][CH:14]=[CH:15][C:6]=2[S:5][CH:9]=1. The yield is 0.480.